From a dataset of Reaction yield outcomes from USPTO patents with 853,638 reactions. Predict the reaction yield, written as a fraction of the theoretical maximum amount of product (1.0 means a 100% yield; for example, 0.34 means a 34% yield). (1) The reactants are [Br:1][C:2]1[C:3](Cl)=[C:4]2[CH:10]=[CH:9][N:8]([CH2:11][O:12][CH2:13][CH2:14][Si:15]([CH3:18])([CH3:17])[CH3:16])[C:5]2=[N:6][CH:7]=1.[CH:20]1([NH2:26])[CH2:25][CH2:24][CH2:23][CH2:22][CH2:21]1.[Cl-].[Na+]. The catalyst is C(O)CO. The product is [Br:1][C:2]1[CH:7]=[N:6][C:5]2[N:8]([CH2:11][O:12][CH2:13][CH2:14][Si:15]([CH3:18])([CH3:17])[CH3:16])[CH:9]=[CH:10][C:4]=2[C:3]=1[NH:26][CH:20]1[CH2:25][CH2:24][CH2:23][CH2:22][CH2:21]1. The yield is 0.800. (2) The reactants are [F:1][C:2]([F:11])([F:10])[C:3]1[N:4]=[CH:5][C:6]([NH2:9])=[N:7][CH:8]=1.Br[C:13]1[C:14](=[O:21])[N:15]([CH3:20])[N:16]=[C:17]([Cl:19])[CH:18]=1.C(=O)([O-])[O-].[Cs+].[Cs+]. The catalyst is O1CCOCC1.C1C=CC(/C=C/C(/C=C/C2C=CC=CC=2)=O)=CC=1.C1C=CC(/C=C/C(/C=C/C2C=CC=CC=2)=O)=CC=1.C1C=CC(/C=C/C(/C=C/C2C=CC=CC=2)=O)=CC=1.[Pd].[Pd]. The product is [Cl:19][C:17]1[CH:18]=[C:13]([NH:9][C:6]2[CH:5]=[N:4][C:3]([C:2]([F:1])([F:10])[F:11])=[CH:8][N:7]=2)[C:14](=[O:21])[N:15]([CH3:20])[N:16]=1. The yield is 0.720. (3) The reactants are C(O[B:5]1[O:9][C:8]([CH3:11])([CH3:10])[C:7]([CH3:13])([CH3:12])[O:6]1)(C)C.C([Li])CCC.[F:19][C:20]1[CH:21]=[C:22]([CH:27]2[CH2:30][O:29][CH2:28]2)[CH:23]=[C:24]([F:26])[CH:25]=1. No catalyst specified. The product is [F:26][C:24]1[CH:23]=[C:22]([CH:27]2[CH2:30][O:29][CH2:28]2)[CH:21]=[C:20]([F:19])[C:25]=1[B:5]1[O:6][C:7]([CH3:12])([CH3:13])[C:8]([CH3:10])([CH3:11])[O:9]1. The yield is 0.0800.